From a dataset of Reaction yield outcomes from USPTO patents with 853,638 reactions. Predict the reaction yield, written as a fraction of the theoretical maximum amount of product (1.0 means a 100% yield; for example, 0.34 means a 34% yield). (1) The reactants are C([C:4]1[C:9]([Cl:10])=[C:8]([O:11][C:12]2[CH:13]=[CH:14][C:15]([NH:18][C:19]([C:21]3[C:22](=[O:36])[N:23]([C:30]4[CH:35]=[CH:34][CH:33]=[CH:32][CH:31]=4)[N:24]4[CH2:29][CH2:28][CH2:27][CH2:26][C:25]=34)=[O:20])=[N:16][CH:17]=2)[CH:7]=[CH:6][N:5]=1)(=O)N.CCOC(C)=O.CC#[N:45].C(OI(C1C=CC=CC=1)OC(=O)C)(=O)C. The catalyst is O. The product is [NH2:45][C:4]1[C:9]([Cl:10])=[C:8]([O:11][C:12]2[CH:13]=[CH:14][C:15]([NH:18][C:19]([C:21]3[C:22](=[O:36])[N:23]([C:30]4[CH:31]=[CH:32][CH:33]=[CH:34][CH:35]=4)[N:24]4[CH2:29][CH2:28][CH2:27][CH2:26][C:25]=34)=[O:20])=[N:16][CH:17]=2)[CH:7]=[CH:6][N:5]=1. The yield is 0.560. (2) The reactants are [CH3:1][C:2]1[N:6]([CH2:7][C:8]2[CH:13]=[CH:12][CH:11]=[C:10]([C:14]([F:17])([F:16])[F:15])[C:9]=2[CH3:18])[C:5]2[CH:19]=[C:20]([N:26]3[CH2:31][CH2:30][O:29][CH2:28][CH2:27]3)[CH:21]=[C:22]([C:23]([OH:25])=[O:24])[C:4]=2[N:3]=1.O.[CH2:33]([OH:40])[C:34]([NH2:39])([CH2:37][OH:38])[CH2:35][OH:36]. The catalyst is CO. The product is [CH3:1][C:2]1[N:6]([CH2:7][C:8]2[CH:13]=[CH:12][CH:11]=[C:10]([C:14]([F:16])([F:15])[F:17])[C:9]=2[CH3:18])[C:5]2[CH:19]=[C:20]([N:26]3[CH2:27][CH2:28][O:29][CH2:30][CH2:31]3)[CH:21]=[C:22]([C:23]([OH:25])=[O:24])[C:4]=2[N:3]=1.[NH2:39][C:34]([CH2:37][OH:38])([CH2:35][OH:36])[CH2:33][OH:40]. The yield is 0.930. (3) The reactants are [N:1]1[CH:6]=[CH:5][N:4]=[CH:3][C:2]=1[NH2:7].[C:8]1([CH3:18])[CH:13]=[CH:12][C:11]([S:14](Cl)(=[O:16])=[O:15])=[CH:10][CH:9]=1. The catalyst is N1C=CC=CC=1. The product is [CH3:18][C:8]1[CH:13]=[CH:12][C:11]([S:14]([NH:7][C:2]2[CH:3]=[N:4][CH:5]=[CH:6][N:1]=2)(=[O:16])=[O:15])=[CH:10][CH:9]=1. The yield is 0.724. (4) The reactants are [CH2:1]([Mg]Br)[CH3:2].[O:5]1[CH2:9][CH2:8][O:7][CH:6]1[C:10]1[CH:15]=[C:14]([O:16][CH3:17])[N:13]=[CH:12][C:11]=1[O:18][CH2:19][C:20]1[C:21]([C:26]#N)=[N:22][CH:23]=[CH:24][CH:25]=1.C1C[O:31]CC1. No catalyst specified. The product is [O:7]1[CH2:8][CH2:9][O:5][CH:6]1[C:10]1[CH:15]=[C:14]([O:16][CH3:17])[N:13]=[CH:12][C:11]=1[O:18][CH2:19][C:20]1[C:21]([C:26](=[O:31])[CH2:1][CH3:2])=[N:22][CH:23]=[CH:24][CH:25]=1. The yield is 0.580. (5) The reactants are CS(O[CH:6]1[CH2:11][CH2:10][O:9][CH2:8][CH2:7]1)(=O)=O.[N-:12]=[N+:13]=[N-:14].[Na+]. The catalyst is CN(C=O)C. The product is [N:12]([CH:6]1[CH2:11][CH2:10][O:9][CH2:8][CH2:7]1)=[N+:13]=[N-:14]. The yield is 0.170. (6) The reactants are Cl.[C:2]1(=[O:13])[C:7]2([CH2:12][CH2:11][CH2:10][NH:9][CH2:8]2)[CH2:6][CH2:5][CH2:4][NH:3]1.C(N(CC)CC)C.[F:21][C:22]1[CH:23]=[C:24]([S:32](Cl)(=[O:34])=[O:33])[CH:25]=[C:26]([C:28]([F:31])([F:30])[F:29])[CH:27]=1. The catalyst is ClCCl. The product is [F:21][C:22]1[CH:23]=[C:24]([S:32]([N:9]2[CH2:10][CH2:11][CH2:12][C:7]3([C:2](=[O:13])[NH:3][CH2:4][CH2:5][CH2:6]3)[CH2:8]2)(=[O:33])=[O:34])[CH:25]=[C:26]([C:28]([F:30])([F:29])[F:31])[CH:27]=1. The yield is 0.180. (7) The product is [N:1]1[CH:6]=[CH:5][CH:4]=[CH:3][C:2]=1[C:7]1[N:11]=[C:10]([C:12]2[CH:17]=[C:16]([C:2]3[CH:3]=[CH:4][CH:5]=[CH:6][N:1]=3)[CH:15]=[CH:14][C:13]=2[F:19])[O:9][N:8]=1. The catalyst is O1CCCC1.C1C=CC([P]([Pd]([P](C2C=CC=CC=2)(C2C=CC=CC=2)C2C=CC=CC=2)([P](C2C=CC=CC=2)(C2C=CC=CC=2)C2C=CC=CC=2)[P](C2C=CC=CC=2)(C2C=CC=CC=2)C2C=CC=CC=2)(C2C=CC=CC=2)C2C=CC=CC=2)=CC=1. The yield is 0.110. The reactants are [N:1]1[CH:6]=[CH:5][CH:4]=[CH:3][C:2]=1[C:7]1[N:11]=[C:10]([C:12]2[CH:17]=[C:16](Br)[CH:15]=[CH:14][C:13]=2[F:19])[O:9][N:8]=1. (8) The reactants are [CH3:1][C:2]1[CH:7]=[CH:6][CH:5]=[CH:4][C:3]=1[C:8]1[C:9]2[CH:22]=[C:21]3[C:17]([CH2:18][CH2:19][CH2:20]3)=[CH:16][C:10]=2[O:11][C:12]=1C(O)=O.C([N:25]([CH2:28]C)CC)C.C1C=CC(P(N=[N+]=[N-])(C2C=CC=CC=2)=[O:37])=CC=1.[CH3:47][O:48][C:49]1[CH:55]=[CH:54][CH:53]=[C:52]([O:56][CH3:57])[C:50]=1[NH2:51]. The catalyst is C1C=CC=CC=1.C(Cl)(Cl)Cl.O. The product is [CH3:57][O:56][C:52]1[CH:53]=[CH:54][CH:55]=[C:49]([O:48][CH3:47])[C:50]=1[NH:51][C:28]([NH:25][C:12]1[O:11][C:10]2[CH:16]=[C:17]3[C:21](=[CH:22][C:9]=2[C:8]=1[C:3]1[CH:4]=[CH:5][CH:6]=[CH:7][C:2]=1[CH3:1])[CH2:20][CH2:19][CH2:18]3)=[O:37]. The yield is 0.530. (9) The reactants are [OH-].[K+].[CH3:3][O:4][C:5](=[O:28])[CH:6]([NH:15][C:16]([CH3:27])=[CH:17][C:18](=[O:26])[C:19]1[CH:24]=[CH:23][C:22]([F:25])=[CH:21][CH:20]=1)[CH2:7][C:8]1[CH:13]=[CH:12][C:11]([OH:14])=[CH:10][CH:9]=1.[Br:29][CH2:30][CH2:31]Br. The catalyst is C(O)C. The product is [CH3:3][O:4][C:5](=[O:28])[CH:6]([NH:15][C:16]([CH3:27])=[CH:17][C:18](=[O:26])[C:19]1[CH:20]=[CH:21][C:22]([F:25])=[CH:23][CH:24]=1)[CH2:7][C:8]1[CH:9]=[CH:10][C:11]([O:14][CH2:31][CH2:30][Br:29])=[CH:12][CH:13]=1. The yield is 0.270.